This data is from Catalyst prediction with 721,799 reactions and 888 catalyst types from USPTO. The task is: Predict which catalyst facilitates the given reaction. Product: [Cl:1][C:2]1[CH:26]=[CH:25][C:5]([CH2:6][N:7]2[C:15]3[C:10](=[CH:11][C:12](/[CH:16]=[C:17]4/[C:18](=[O:24])[N:19]([O:23][CH2:32][CH2:33][N:34]5[CH2:38][CH2:37][CH2:36][CH2:35]5)[C:20](=[O:22])[S:21]/4)=[CH:13][CH:14]=3)[CH:9]=[N:8]2)=[C:4]([C:27]([F:28])([F:30])[F:29])[CH:3]=1. Reactant: [Cl:1][C:2]1[CH:26]=[CH:25][C:5]([CH2:6][N:7]2[C:15]3[C:10](=[CH:11][C:12](/[CH:16]=[C:17]4/[C:18](=[O:24])[N:19]([OH:23])[C:20](=[O:22])[S:21]/4)=[CH:13][CH:14]=3)[CH:9]=[N:8]2)=[C:4]([C:27]([F:30])([F:29])[F:28])[CH:3]=1.O[CH2:32][CH2:33][N:34]1[CH2:38][CH2:37][CH2:36][CH2:35]1.C1(P(C2C=CC=CC=2)C2C=CC=CC=2)C=CC=CC=1.CC(OC(/N=N/C(OC(C)C)=O)=O)C. The catalyst class is: 1.